This data is from Catalyst prediction with 721,799 reactions and 888 catalyst types from USPTO. The task is: Predict which catalyst facilitates the given reaction. (1) Reactant: [NH2:1][CH2:2][CH2:3][NH:4][S:5]([C:8]1[S:9][C:10]([Br:13])=[CH:11][CH:12]=1)(=[O:7])=[O:6].CCN(C(C)C)C(C)C.[C:23](Cl)(=[O:28])[C:24]([CH3:27])([CH3:26])[CH3:25].O. Product: [Br:13][C:10]1[S:9][C:8]([S:5]([NH:4][CH2:3][CH2:2][NH:1][C:23](=[O:28])[C:24]([CH3:27])([CH3:26])[CH3:25])(=[O:6])=[O:7])=[CH:12][CH:11]=1. The catalyst class is: 2. (2) Reactant: [CH2:1]1[N:9]2[CH:4]([NH:5][S:6](=[O:16])(=[O:15])[C:7]3[CH:13]=[C:12]([OH:14])[CH:11]=[CH:10][C:8]=32)[CH2:3][CH2:2]1.[C:17]([C:20]1[CH:25]=[CH:24][C:23](B(O)O)=[CH:22][CH:21]=1)(=[O:19])[CH3:18].N1C=CC=CC=1. Product: [O:16]=[S:6]1(=[O:15])[C:7]2[CH:13]=[C:12]([O:14][C:23]3[CH:24]=[CH:25][C:20]([C:17](=[O:19])[CH3:18])=[CH:21][CH:22]=3)[CH:11]=[CH:10][C:8]=2[N:9]2[CH2:1][CH2:2][CH2:3][CH:4]2[NH:5]1. The catalyst class is: 302.